This data is from Full USPTO retrosynthesis dataset with 1.9M reactions from patents (1976-2016). The task is: Predict the reactants needed to synthesize the given product. (1) Given the product [OH:1][CH2:2][CH2:3][O:4][C:5]1[CH:19]=[CH:18][C:8]([C:9]([NH:11][CH2:12][C:13]([OH:15])=[O:14])=[O:10])=[CH:7][C:6]=1[O:20][CH3:21], predict the reactants needed to synthesize it. The reactants are: [OH:1][CH2:2][CH2:3][O:4][C:5]1[CH:19]=[CH:18][C:8]([C:9]([NH:11][CH2:12][C:13]([O:15]CC)=[O:14])=[O:10])=[CH:7][C:6]=1[O:20][CH3:21].[OH-].[K+]. (2) Given the product [CH3:2][O:3][C:4]1[CH:5]=[C:6]([C:12]2[C:13]([CH3:25])([CH3:24])[C:14](=[O:23])[N:15]([CH:17]3[CH2:22][CH2:21][N:20]([C:30]([C:29]4[CH:33]=[CH:34][CH:35]=[C:27]([F:26])[CH:28]=4)=[O:31])[CH2:19][CH2:18]3)[N:16]=2)[CH:7]=[CH:8][C:9]=1[O:10][CH3:11], predict the reactants needed to synthesize it. The reactants are: Cl.[CH3:2][O:3][C:4]1[CH:5]=[C:6]([C:12]2[C:13]([CH3:25])([CH3:24])[C:14](=[O:23])[N:15]([CH:17]3[CH2:22][CH2:21][NH:20][CH2:19][CH2:18]3)[N:16]=2)[CH:7]=[CH:8][C:9]=1[O:10][CH3:11].[F:26][C:27]1[CH:28]=[C:29]([CH:33]=[CH:34][CH:35]=1)[C:30](Cl)=[O:31]. (3) Given the product [Br:14][C:15]1[C:16]([C:7]2[S:8][C:9]([Cl:13])=[CH:10][C:11]=2[Br:12])=[N:17][C:18]([Cl:21])=[N:19][CH:20]=1, predict the reactants needed to synthesize it. The reactants are: [Li]CCCC.Br[C:7]1[S:8][C:9]([Cl:13])=[CH:10][C:11]=1[Br:12].[Br:14][C:15]1[CH:16]=[N:17][C:18]([Cl:21])=[N:19][CH:20]=1.ClC1C(=O)C(C#N)=C(C#N)C(=O)C=1Cl.O=C1O[C@H]([C@H](CO)O)C([O-])=C1O.[Na+]. (4) Given the product [Cl:18][C:9]1[C:10]2[C:5](=[CH:4][C:3]([O:2][CH3:1])=[C:12]([O:13][CH3:14])[CH:11]=2)[CH:6]=[CH:7][N:8]=1, predict the reactants needed to synthesize it. The reactants are: [CH3:1][O:2][C:3]1[CH:4]=[C:5]2[C:10](=[CH:11][C:12]=1[O:13][CH3:14])[C:9](O)=[N:8][CH:7]=[CH:6]2.O=P(Cl)(Cl)[Cl:18]. (5) Given the product [F:1][C:2]1[C:23]([C:24]([F:26])([F:27])[F:25])=[CH:22][CH:21]=[CH:20][C:3]=1[CH2:4][C:5]1[N:6]=[C:7]2[S:14][C:13]([CH3:15])=[C:12]([CH:16]=[O:17])[N:8]2[C:9](=[O:11])[CH:10]=1, predict the reactants needed to synthesize it. The reactants are: [F:1][C:2]1[C:23]([C:24]([F:27])([F:26])[F:25])=[CH:22][CH:21]=[CH:20][C:3]=1[CH2:4][C:5]1[N:6]=[C:7]2[S:14][C:13]([CH3:15])=[C:12]([C:16](OC)=[O:17])[N:8]2[C:9](=[O:11])[CH:10]=1.CC(C[AlH]CC(C)C)C. (6) Given the product [Cl:1][C:2]1[CH:3]=[C:4]([CH:9]2[CH:18]([C:19]([O:21][CH3:22])=[O:20])[CH:17]([OH:23])[C:16]3[C:11](=[CH:12][CH:13]=[CH:14][CH:15]=3)[O:10]2)[CH:5]=[CH:6][C:7]=1[Cl:8], predict the reactants needed to synthesize it. The reactants are: [Cl:1][C:2]1[CH:3]=[C:4]([CH:9]2[CH:18]([C:19]([O:21][CH3:22])=[O:20])[C:17](=[O:23])[C:16]3[C:11](=[CH:12][CH:13]=[CH:14][CH:15]=3)[O:10]2)[CH:5]=[CH:6][C:7]=1[Cl:8].[BH4-].[Na+]. (7) Given the product [CH3:30][C:28]1[CH:29]=[C:24]([NH:40][C@H:33]([CH3:32])[C:34]2[CH:39]=[CH:38][CH:37]=[CH:36][CH:35]=2)[CH:25]=[C:26]([CH3:31])[CH:27]=1, predict the reactants needed to synthesize it. The reactants are: C(N(CC)C(=O)C1C(=CC=CC=1)O)C.[O-]P([O-])([O-])=O.[K+].[K+].[K+].Br[C:24]1[CH:25]=[C:26]([CH3:31])[CH:27]=[C:28]([CH3:30])[CH:29]=1.[CH3:32][C@@H:33]([NH2:40])[C:34]1[CH:39]=[CH:38][CH:37]=[CH:36][CH:35]=1.[OH-].[NH4+].CCCCCCCCCCCC. (8) Given the product [F:13][CH2:2][C:3]([C:5]1[CH:10]=[CH:9][C:8]([O:11][CH3:12])=[CH:7][CH:6]=1)=[O:4], predict the reactants needed to synthesize it. The reactants are: Br[CH2:2][C:3]([C:5]1[CH:10]=[CH:9][C:8]([O:11][CH3:12])=[CH:7][CH:6]=1)=[O:4].[F-:13].[Cs+].O.CC#N. (9) Given the product [CH:25]([NH:27][NH:28][C:22]([C:16]1([C:13]2[CH:12]=[CH:11][C:10]([O:9][CH2:8][CH2:7][CH2:6][N:1]3[CH2:2][CH2:3][CH2:4][CH2:5]3)=[CH:15][CH:14]=2)[CH2:21][CH2:20][O:19][CH2:18][CH2:17]1)=[O:23])=[O:26], predict the reactants needed to synthesize it. The reactants are: [N:1]1([CH2:6][CH2:7][CH2:8][O:9][C:10]2[CH:15]=[CH:14][C:13]([C:16]3([C:22](O)=[O:23])[CH2:21][CH2:20][O:19][CH2:18][CH2:17]3)=[CH:12][CH:11]=2)[CH2:5][CH2:4][CH2:3][CH2:2]1.[CH:25]([NH:27][NH2:28])=[O:26].ON1C2C=CC=CC=2N=N1.C(N(C(C)C)CC)(C)C.Cl.CN(C)CCCN=C=NCC. (10) Given the product [Cl:14][C:15]1[CH:20]=[CH:19][C:18]([S:21]([N:11]2[C:12]3[C:7](=[CH:6][CH:5]=[C:4]([N+:1]([O-:3])=[O:2])[CH:13]=3)[CH2:8][CH2:9][CH2:10]2)(=[O:23])=[O:22])=[CH:17][CH:16]=1, predict the reactants needed to synthesize it. The reactants are: [N+:1]([C:4]1[CH:13]=[C:12]2[C:7]([CH2:8][CH2:9][CH2:10][NH:11]2)=[CH:6][CH:5]=1)([O-:3])=[O:2].[Cl:14][C:15]1[CH:20]=[CH:19][C:18]([S:21](Cl)(=[O:23])=[O:22])=[CH:17][CH:16]=1.N1C=CC=CC=1.